From a dataset of Catalyst prediction with 721,799 reactions and 888 catalyst types from USPTO. Predict which catalyst facilitates the given reaction. The catalyst class is: 24. Product: [Br:1][C:2]1[CH:3]=[N:4][C:5]2[C:10]([CH:11]=1)=[CH:9][C:8]([CH2:12][C:13]1[O:14][C:18]([NH2:17])=[N:16][N:15]=1)=[CH:7][CH:6]=2. Reactant: [Br:1][C:2]1[CH:3]=[N:4][C:5]2[C:10]([CH:11]=1)=[CH:9][C:8]([CH2:12][C:13]([NH:15][NH2:16])=[O:14])=[CH:7][CH:6]=2.[N:17]#[C:18]Br.